This data is from Full USPTO retrosynthesis dataset with 1.9M reactions from patents (1976-2016). The task is: Predict the reactants needed to synthesize the given product. (1) The reactants are: [C:1]([O:5][C:6]([N:8]1[CH2:12][CH2:11][CH:10]([C:13]([C:15]2[N:23]3[C:18]([C:19]([NH2:24])=[N:20][CH:21]=[N:22]3)=[C:17](Br)[CH:16]=2)=[O:14])[CH2:9]1)=[O:7])([CH3:4])([CH3:3])[CH3:2].[CH2:26]([N:33]1[CH:41]=[C:40]2[C:35]([CH:36]=[C:37](B3OC(C)(C)C(C)(C)O3)[CH:38]=[CH:39]2)=[N:34]1)[C:27]1[CH:32]=[CH:31][CH:30]=[CH:29][CH:28]=1.C([O-])([O-])=O.[Na+].[Na+]. Given the product [C:1]([O:5][C:6]([N:8]1[CH2:12][CH2:11][CH:10]([C:13]([C:15]2[N:23]3[C:18]([C:19]([NH2:24])=[N:20][CH:21]=[N:22]3)=[C:17]([C:37]3[CH:38]=[CH:39][C:40]4[C:35]([CH:36]=3)=[N:34][N:33]([CH2:26][C:27]3[CH:32]=[CH:31][CH:30]=[CH:29][CH:28]=3)[CH:41]=4)[CH:16]=2)=[O:14])[CH2:9]1)=[O:7])([CH3:4])([CH3:3])[CH3:2], predict the reactants needed to synthesize it. (2) Given the product [CH2:34]([O:33][CH2:32][C:23]1[N:24]([CH2:25][CH2:26][CH2:27][O:28][CH:29]([CH3:31])[CH3:30])[C:16]2[C:15]3[CH:14]=[CH:13][C:12](/[CH:11]=[CH:10]/[S:7]([C:1]4[CH:6]=[CH:5][CH:4]=[CH:3][CH:2]=4)(=[O:8])=[O:9])=[CH:21][C:20]=3[N:19]=[C:18]([NH2:48])[C:17]=2[N:22]=1)[CH3:35], predict the reactants needed to synthesize it. The reactants are: [C:1]1([S:7]([CH:10]=[CH:11][C:12]2[CH:13]=[CH:14][C:15]3[C:16]4[N:24]([CH2:25][CH2:26][CH2:27][O:28][CH:29]([CH3:31])[CH3:30])[C:23]([CH2:32][O:33][CH2:34][CH3:35])=[N:22][C:17]=4[CH:18]=[N:19][C:20]=3[CH:21]=2)(=[O:9])=[O:8])[CH:6]=[CH:5][CH:4]=[CH:3][CH:2]=1.ClC1C=C(C=CC=1)C(OO)=O.[OH-].[NH4+:48].C1(C)C=CC(S(Cl)(=O)=O)=CC=1. (3) Given the product [O:2]=[C:3]1[C:8]2[C:9]([C:18]3[CH:19]=[CH:20][C:21]([S:24]([NH2:27])(=[O:26])=[O:25])=[CH:22][CH:23]=3)=[CH:10][N:11]([CH:12]3[CH2:17][CH2:16][O:15][CH2:14][CH2:13]3)[C:7]=2[CH:6]=[CH:5][NH:4]1, predict the reactants needed to synthesize it. The reactants are: C[O:2][C:3]1[C:8]2[C:9]([C:18]3[CH:23]=[CH:22][C:21]([S:24]([NH2:27])(=[O:26])=[O:25])=[CH:20][CH:19]=3)=[CH:10][N:11]([CH:12]3[CH2:17][CH2:16][O:15][CH2:14][CH2:13]3)[C:7]=2[CH:6]=[CH:5][N:4]=1.[I-].[Na+].Cl[Si](C)(C)C.C(=O)([O-])O.[Na+]. (4) The reactants are: [NH2:1]C(C1SC(C(O)=O)=CC=1)C.[CH3:12][C:13]([CH3:26])([CH3:25])[C:14]([C:16]1[CH:24]=[CH:23][C:19]([C:20]([OH:22])=O)=[CH:18][CH:17]=1)=O.[NH2:27][C:28]1[CH:33]=[CH:32][N:31]=[CH:30][CH:29]=1. Given the product [NH2:1][CH:14]([C:16]1[CH:17]=[CH:18][C:19]([C:20]([NH:27][C:28]2[CH:33]=[CH:32][N:31]=[CH:30][CH:29]=2)=[O:22])=[CH:23][CH:24]=1)[C:13]([CH3:12])([CH3:26])[CH3:25], predict the reactants needed to synthesize it. (5) Given the product [CH2:14]([C:16]1[C:17]([O:25][CH3:26])=[C:18]([C:19]([CH3:24])=[CH:20][C:21]=1[O:22][CH3:23])[CH:1]=[O:2])[CH3:15], predict the reactants needed to synthesize it. The reactants are: [CH3:1][O:2]C1C(C)=C(OC)C=CC=1C=O.[CH2:14]([C:16]1[C:21]([O:22][CH3:23])=[CH:20][C:19]([CH3:24])=[CH:18][C:17]=1[O:25][CH3:26])[CH3:15].O=P(Cl)(Cl)Cl.CN(C=O)C.